This data is from NCI-60 drug combinations with 297,098 pairs across 59 cell lines. The task is: Regression. Given two drug SMILES strings and cell line genomic features, predict the synergy score measuring deviation from expected non-interaction effect. (1) Drug 1: CCC1(CC2CC(C3=C(CCN(C2)C1)C4=CC=CC=C4N3)(C5=C(C=C6C(=C5)C78CCN9C7C(C=CC9)(C(C(C8N6C)(C(=O)OC)O)OC(=O)C)CC)OC)C(=O)OC)O.OS(=O)(=O)O. Drug 2: CC(C)CN1C=NC2=C1C3=CC=CC=C3N=C2N. Cell line: HCT-15. Synergy scores: CSS=2.79, Synergy_ZIP=2.97, Synergy_Bliss=6.04, Synergy_Loewe=4.88, Synergy_HSA=3.93. (2) Drug 1: C1=CC(=CC=C1CCC2=CNC3=C2C(=O)NC(=N3)N)C(=O)NC(CCC(=O)O)C(=O)O. Drug 2: CCCCC(=O)OCC(=O)C1(CC(C2=C(C1)C(=C3C(=C2O)C(=O)C4=C(C3=O)C=CC=C4OC)O)OC5CC(C(C(O5)C)O)NC(=O)C(F)(F)F)O. Cell line: SK-OV-3. Synergy scores: CSS=24.3, Synergy_ZIP=-4.32, Synergy_Bliss=-10.0, Synergy_Loewe=-16.8, Synergy_HSA=-9.55.